Dataset: Forward reaction prediction with 1.9M reactions from USPTO patents (1976-2016). Task: Predict the product of the given reaction. (1) The product is: [ClH:1].[Cl:1][C:2]1[CH:16]=[CH:15][C:5]([CH2:6][O:7][C:8]2[CH:13]=[CH:12][N:11]([C:19]3[CH:20]=[CH:21][C:22]4[C:23]5[CH2:33][CH2:32][NH:31][CH2:30][CH2:29][C:24]=5[N:25]([CH3:28])[C:26]=4[CH:27]=3)[C:10](=[O:14])[CH:9]=2)=[C:4]([F:17])[CH:3]=1. Given the reactants [Cl:1][C:2]1[CH:16]=[CH:15][C:5]([CH2:6][O:7][C:8]2[CH:13]=[CH:12][NH:11][C:10](=[O:14])[CH:9]=2)=[C:4]([F:17])[CH:3]=1.Br[C:19]1[CH:20]=[CH:21][C:22]2[C:23]3[CH2:33][CH2:32][N:31](C(OC(C)(C)C)=O)[CH2:30][CH2:29][C:24]=3[N:25]([CH3:28])[C:26]=2[CH:27]=1.OC1C=CC=C2C=1N=CC=C2.C([O-])([O-])=O.[Cs+].[Cs+].Cl, predict the reaction product. (2) Given the reactants N[C@@H]1C2C(=CC=CC=2)C[C@@H]1O.O1CCCC1.[F:17][C:18]1[CH:23]=[CH:22][C:21]([C:24]2[C:36]([CH:37]([F:49])[C:38]3[CH:43]=[CH:42][C:41]([O:44][C:45]([F:48])([F:47])[F:46])=[CH:40][CH:39]=3)=[C:35]([CH:50]([CH3:52])[CH3:51])[CH:34]=[C:33]3[C:25]=2[C:26](=[O:53])[CH2:27][C:28]2([O:32]3)[CH2:31][CH2:30][CH2:29]2)=[CH:20][CH:19]=1, predict the reaction product. The product is: [F:17][C:18]1[CH:19]=[CH:20][C:21]([C:24]2[C:36]([CH:37]([F:49])[C:38]3[CH:43]=[CH:42][C:41]([O:44][C:45]([F:47])([F:48])[F:46])=[CH:40][CH:39]=3)=[C:35]([CH:50]([CH3:51])[CH3:52])[CH:34]=[C:33]3[C:25]=2[C@@H:26]([OH:53])[CH2:27][C:28]2([O:32]3)[CH2:31][CH2:30][CH2:29]2)=[CH:22][CH:23]=1. (3) Given the reactants [NH2:1][C:2]1[N:10]=[C:9]2[C:5]([NH:6][CH:7]=[N:8]2)=[C:4](Br)[N:3]=1.[F:12][C:13]1[CH:14]=[C:15]([C:19]2[C:28]3[C:23](=[CH:24][CH:25]=[CH:26][CH:27]=3)[CH:22]=[CH:21][C:20]=2[CH:29]([NH2:31])[CH3:30])[CH:16]=[N:17][CH:18]=1.C(N(CC)C(C)C)(C)C.C(O)(C(F)(F)F)=O, predict the reaction product. The product is: [F:12][C:13]1[CH:14]=[C:15]([C:19]2[C:28]3[C:23](=[CH:24][CH:25]=[CH:26][CH:27]=3)[CH:22]=[CH:21][C:20]=2[CH:29]([NH:31][C:4]2[N:3]=[C:2]([NH2:1])[N:10]=[C:9]3[C:5]=2[N:6]=[CH:7][NH:8]3)[CH3:30])[CH:16]=[N:17][CH:18]=1. (4) Given the reactants C([Sn](CCCC)(CCCC)[S:6][C:7]1[CH:12]=[CH:11][CH:10]=[CH:9][CH:8]=1)CCC.I[C:22]1[CH:23]=[C:24]([C:40]([NH:42][CH2:43][C:44]2[CH:49]=[CH:48][C:47]([S:50]([CH3:53])(=[O:52])=[O:51])=[CH:46][CH:45]=2)=[O:41])[C:25](=[O:39])[N:26]([C:29]2[CH:34]=[CH:33][CH:32]=[C:31]([C:35]([F:38])([F:37])[F:36])[CH:30]=2)[C:27]=1[CH3:28], predict the reaction product. The product is: [CH3:28][C:27]1[N:26]([C:29]2[CH:34]=[CH:33][CH:32]=[C:31]([C:35]([F:38])([F:36])[F:37])[CH:30]=2)[C:25](=[O:39])[C:24]([C:40]([NH:42][CH2:43][C:44]2[CH:45]=[CH:46][C:47]([S:50]([CH3:53])(=[O:52])=[O:51])=[CH:48][CH:49]=2)=[O:41])=[CH:23][C:22]=1[S:6][C:7]1[CH:8]=[CH:9][CH:10]=[CH:11][CH:12]=1. (5) Given the reactants Cl[C:2]1[N:3]=[C:4]([OH:12])[C:5]2[CH:11]=[CH:10][N:9]=[CH:8][C:6]=2[N:7]=1.[CH:13]([C:16]1[CH:21]=[CH:20][C:19]([N:22]([CH2:30][C:31]([F:34])([F:33])[F:32])[C:23]2[CH:28]=[CH:27][C:26]([OH:29])=[CH:25][CH:24]=2)=[CH:18][CH:17]=1)([CH3:15])[CH3:14], predict the reaction product. The product is: [CH:13]([C:16]1[CH:17]=[CH:18][C:19]([N:22]([CH2:30][C:31]([F:32])([F:33])[F:34])[C:23]2[CH:28]=[CH:27][C:26]([O:29][C:2]3[N:3]=[C:4]([OH:12])[C:5]4[CH:11]=[CH:10][N:9]=[CH:8][C:6]=4[N:7]=3)=[CH:25][CH:24]=2)=[CH:20][CH:21]=1)([CH3:15])[CH3:14]. (6) Given the reactants [C:1]([NH2:11])(=[O:10])[CH:2]=[CH:3][C:4]1[CH:9]=[CH:8][CH:7]=[CH:6][CH:5]=1.[CH2:12]([N:14]([CH2:23][CH3:24])[C:15]1[CH:22]=[CH:21][C:18]([CH:19]=O)=[CH:17][CH:16]=1)[CH3:13], predict the reaction product. The product is: [CH2:12]([N:14]([CH2:23][CH3:24])[C:15]1[CH:22]=[CH:21][C:18]([CH:19]([NH:11][C:1](=[O:10])[CH:2]=[CH:3][C:4]2[CH:9]=[CH:8][CH:7]=[CH:6][CH:5]=2)[NH:11][C:1](=[O:10])[CH:2]=[CH:3][C:4]2[CH:5]=[CH:6][CH:7]=[CH:8][CH:9]=2)=[CH:17][CH:16]=1)[CH3:13]. (7) The product is: [Cl:7][C:8]1[N:12]([CH:27]([F:29])[F:28])[N:11]=[C:10]([C:13]([F:15])([F:14])[F:16])[C:9]=1[CH2:17][S:18][C:19]1[CH2:23][C:22]([CH3:25])([CH3:24])[O:21][N:20]=1.[Cl:7][C:8]1[C:9]([CH2:17][S:18][C:19]2[CH2:23][C:22]([CH3:25])([CH3:24])[O:21][N:20]=2)=[C:10]([C:13]([F:15])([F:14])[F:16])[N:11]([CH:27]([F:29])[F:28])[N:12]=1. Given the reactants C(=O)([O-])[O-].[K+].[K+].[Cl:7][C:8]1[NH:12][N:11]=[C:10]([C:13]([F:16])([F:15])[F:14])[C:9]=1[CH2:17][S:18][C:19]1[CH2:23][C:22]([CH3:25])([CH3:24])[O:21][N:20]=1.Cl[CH:27]([F:29])[F:28].O, predict the reaction product.